From a dataset of Full USPTO retrosynthesis dataset with 1.9M reactions from patents (1976-2016). Predict the reactants needed to synthesize the given product. (1) The reactants are: Cl.[Br:2][C:3]1[N:8]=[CH:7][C:6]([C@H:9]([NH2:11])[CH3:10])=[CH:5][CH:4]=1.[C:12]([C:14]1[CH:48]=[CH:47][C:17]([CH2:18][C@@:19]2([CH3:46])[N:23]3[C:24]([C:27]([NH:29][C:30]4([C:33](O)=[O:34])[CH2:32][CH2:31]4)=[O:28])=[CH:25][N:26]=[C:22]3[N:21]([C:36]3[CH:41]=[C:40]([Cl:42])[C:39]([F:43])=[C:38]([Cl:44])[CH:37]=3)[C:20]2=[O:45])=[CH:16][CH:15]=1)#[N:13].C(N(C(C)C)CC)(C)C.CN(C(ON1N=NC2C=CC=NC1=2)=[N+](C)C)C.F[P-](F)(F)(F)(F)F. Given the product [Br:2][C:3]1[N:8]=[CH:7][C:6]([C@H:9]([NH:11][C:33]([C:30]2([NH:29][C:27]([C:24]3[N:23]4[C@@:19]([CH2:18][C:17]5[CH:16]=[CH:15][C:14]([C:12]#[N:13])=[CH:48][CH:47]=5)([CH3:46])[C:20](=[O:45])[N:21]([C:36]5[CH:41]=[C:40]([Cl:42])[C:39]([F:43])=[C:38]([Cl:44])[CH:37]=5)[C:22]4=[N:26][CH:25]=3)=[O:28])[CH2:32][CH2:31]2)=[O:34])[CH3:10])=[CH:5][CH:4]=1, predict the reactants needed to synthesize it. (2) Given the product [Br:15][C:16]1[CH:25]=[CH:24][CH:23]=[C:22]2[C:17]=1[CH2:18][CH2:19][N:20]([CH2:31][C:30]1[CH:33]=[CH:34][CH:35]=[C:28]([C:27]([F:26])([F:36])[F:37])[CH:29]=1)[CH2:21]2, predict the reactants needed to synthesize it. The reactants are: C(O[BH-](OC(=O)C)OC(=O)C)(=O)C.[Na+].[Br:15][C:16]1[CH:25]=[CH:24][CH:23]=[C:22]2[C:17]=1[CH2:18][CH2:19][NH:20][CH2:21]2.[F:26][C:27]([F:37])([F:36])[C:28]1[CH:29]=[C:30]([CH:33]=[CH:34][CH:35]=1)[CH:31]=O.[OH-].[Na+]. (3) Given the product [Br:13][C:11]1[C:2]([F:1])=[C:3]2[C:8](=[CH:9][CH:10]=1)[NH:7][C:6](=[O:12])[CH2:5][CH2:4]2, predict the reactants needed to synthesize it. The reactants are: [F:1][C:2]1[CH:11]=[CH:10][CH:9]=[C:8]2[C:3]=1[CH2:4][CH2:5][C:6](=[O:12])[NH:7]2.[Br:13]NC(=O)CCC(N)=O. (4) Given the product [Br:1][C:2]1[CH:3]=[CH:4][C:5]([C:8]23[O:19][C:11]([CH2:14][C:15]([O:17][CH3:18])=[O:16])([CH2:10][CH2:9]2)[CH2:12][CH2:13]3)=[CH:6][CH:7]=1, predict the reactants needed to synthesize it. The reactants are: [Br:1][C:2]1[CH:7]=[CH:6][C:5]([C:8]2([OH:19])[CH2:13][CH2:12][C:11](=[CH:14][C:15]([O:17][CH3:18])=[O:16])[CH2:10][CH2:9]2)=[CH:4][CH:3]=1.C([O-])([O-])=O.[Cs+].[Cs+]. (5) The reactants are: C([N:8]1[CH:12]=[C:11]([CH2:13][CH2:14][CH2:15][CH2:16][C:17]2[CH:22]=[CH:21][C:20]([O:23][CH3:24])=[CH:19][C:18]=2[CH3:25])[N:10]=[N:9]1)C1C=CC=CC=1. Given the product [CH3:24][O:23][C:20]1[CH:21]=[CH:22][C:17]([CH2:16][CH2:15][CH2:14][CH2:13][C:11]2[N:10]=[N:9][NH:8][CH:12]=2)=[C:18]([CH3:25])[CH:19]=1, predict the reactants needed to synthesize it. (6) Given the product [CH3:27][O:21][C:20](=[O:22])[C@@H:19]([NH:18][C:16]([O:15][CH2:14][CH:12]1[C:11]2[CH:10]=[CH:9][CH:8]=[CH:7][C:6]=2[C:5]2[C:13]1=[CH:1][CH:2]=[CH:3][CH:4]=2)=[O:17])[CH2:23][CH2:24][O:25][CH3:26], predict the reactants needed to synthesize it. The reactants are: [CH:1]1[C:13]2[CH:12]([CH2:14][O:15][C:16]([NH:18][C@@H:19]([CH2:23][CH2:24][O:25][CH3:26])[C:20]([OH:22])=[O:21])=[O:17])[C:11]3[C:6](=[CH:7][CH:8]=[CH:9][CH:10]=3)[C:5]=2[CH:4]=[CH:3][CH:2]=1.[CH2:27](OCC)C.C[Si](C=[N+]=[N-])(C)C. (7) Given the product [F:32][C:33]1[CH:41]=[C:40]([NH:42][C:43](=[O:57])[CH2:44][C:45]2[CH:50]=[CH:49][C:48]([O:51][CH3:52])=[CH:47][C:46]=2[C:53]([F:55])([F:56])[F:54])[CH:39]=[CH:38][C:34]=1[C:35]([N:24]([CH2:25][C:26]([O:28][CH3:29])=[O:27])[CH2:23][C:22]1[CH:30]=[CH:31][C:19]([C:16]2[N:15]=[C:14]([C:11]3[CH:10]=[CH:9][C:8]([C:5]4[CH:4]=[CH:3][C:2]([CH3:1])=[CH:7][CH:6]=4)=[CH:13][CH:12]=3)[O:18][N:17]=2)=[CH:20][CH:21]=1)=[O:36], predict the reactants needed to synthesize it. The reactants are: [CH3:1][C:2]1[CH:7]=[CH:6][C:5]([C:8]2[CH:13]=[CH:12][C:11]([C:14]3[O:18][N:17]=[C:16]([C:19]4[CH:31]=[CH:30][C:22]([CH2:23][NH:24][CH2:25][C:26]([O:28][CH3:29])=[O:27])=[CH:21][CH:20]=4)[N:15]=3)=[CH:10][CH:9]=2)=[CH:4][CH:3]=1.[F:32][C:33]1[CH:41]=[C:40]([NH:42][C:43](=[O:57])[CH2:44][C:45]2[CH:50]=[CH:49][C:48]([O:51][CH3:52])=[CH:47][C:46]=2[C:53]([F:56])([F:55])[F:54])[CH:39]=[CH:38][C:34]=1[C:35](O)=[O:36].CN(C(ON1N=NC2C=CC=NC1=2)=[N+](C)C)C.F[P-](F)(F)(F)(F)F. (8) Given the product [CH3:20][C@:17]12[C@@:16]3([CH3:21])[C@@H:7]([C@:8]4([CH3:34])[C@@H:13]([CH2:14][CH2:15]3)[C:12]([CH3:23])([CH3:22])[C:11]([C:24]3[CH:33]=[CH:32][C:27]([C:28]([OH:30])=[O:29])=[CH:26][CH:25]=3)=[CH:10][CH2:9]4)[CH2:6][CH2:5][C@@H:4]1[C@H:3]1[C@H:35]([C:38]([CH3:40])=[CH2:39])[CH2:36][CH2:37][C@:2]1([NH:1][C:94](=[O:95])[CH2:93][C:88]1[CH:89]=[N:90][CH:91]=[CH:92][N:87]=1)[CH2:19][CH2:18]2, predict the reactants needed to synthesize it. The reactants are: [NH2:1][C@:2]12[CH2:37][CH2:36][C@@H:35]([C:38]([CH3:40])=[CH2:39])[C@@H:3]1[C@@H:4]1[C@@:17]([CH3:20])([CH2:18][CH2:19]2)[C@@:16]2([CH3:21])[C@@H:7]([C@:8]3([CH3:34])[C@@H:13]([CH2:14][CH2:15]2)[C:12]([CH3:23])([CH3:22])[C:11]([C:24]2[CH:33]=[CH:32][C:27]([C:28]([O:30]C)=[O:29])=[CH:26][CH:25]=2)=[CH:10][CH2:9]3)[CH2:6][CH2:5]1.CN(C)CCC(N[C@]12CC[C@@H](C(C)=C)[C@@H]1[C@@H]1[C@@](C)(CC2)[C@@]2(C)[C@@H]([C@]3(C)[C@@H](CC2)C(C)(C)C(C2C=CC(C(O)=O)=CC=2)=CC3)CC1)=O.[N:87]1[CH:92]=[CH:91][N:90]=[CH:89][C:88]=1[CH2:93][C:94](O)=[O:95].